Dataset: Catalyst prediction with 721,799 reactions and 888 catalyst types from USPTO. Task: Predict which catalyst facilitates the given reaction. (1) Reactant: [C:1]([O:5][C:6](=[O:12])[NH:7][C@H:8]([CH3:11])[CH2:9][OH:10])([CH3:4])([CH3:3])[CH3:2].C(N(CC)C(C)C)(C)C.[CH3:22][S:23](Cl)(=[O:25])=[O:24].[Cl-].[NH4+]. Product: [C:1]([O:5][C:6]([NH:7][C@H:8]([CH3:11])[CH2:9][O:10][S:23]([CH3:22])(=[O:25])=[O:24])=[O:12])([CH3:4])([CH3:2])[CH3:3]. The catalyst class is: 4. (2) Reactant: [CH3:1][O:2][C:3](=[O:42])[C@@H:4]([NH:32][C@H:33]([C:36]1[CH:41]=[CH:40][CH:39]=[CH:38][CH:37]=1)[CH2:34][CH3:35])[CH2:5][C:6]1[CH:31]=[CH:30][C:9]2[O:10][C@@H:11]([C:14]3[CH:19]=[CH:18][C:17]([O:20][CH2:21][C:22]4[CH:27]=[CH:26][C:25]([Cl:28])=[C:24]([Cl:29])[CH:23]=4)=[CH:16][CH:15]=3)[CH2:12][O:13][C:8]=2[CH:7]=1.C=O.F[C:46](F)(F)C(O)=O.C([O-])(O)=O.[Na+]. Product: [CH3:1][O:2][C:3]([C@@H:4]1[CH2:5][C:6]2[CH:7]=[C:8]3[O:13][CH2:12][C@H:11]([C:14]4[CH:15]=[CH:16][C:17]([O:20][CH2:21][C:22]5[CH:27]=[CH:26][C:25]([Cl:28])=[C:24]([Cl:29])[CH:23]=5)=[CH:18][CH:19]=4)[O:10][C:9]3=[CH:30][C:31]=2[CH2:46][N:32]1[C@H:33]([C:36]1[CH:37]=[CH:38][CH:39]=[CH:40][CH:41]=1)[CH2:34][CH3:35])=[O:42]. The catalyst class is: 12. (3) Reactant: [CH3:1][O:2][C:3]1[CH:8]=[CH:7][C:6]([NH:9][C:10]2[CH:11]=[N:12][C:13]([N+:16]([O-])=O)=[CH:14][CH:15]=2)=[C:5]([N+:19]([O-])=O)[CH:4]=1.[H][H]. Product: [NH2:19][C:5]1[CH:4]=[C:3]([O:2][CH3:1])[CH:8]=[CH:7][C:6]=1[NH:9][C:10]1[CH:15]=[CH:14][C:13]([NH2:16])=[N:12][CH:11]=1. The catalyst class is: 29. (4) Reactant: CC(C[AlH]CC(C)C)C.C[O:11][C:12]([C:14]1[N:15]=[N:16][C:17]([Cl:22])=[CH:18][C:19]=1[O:20][CH3:21])=O.[O-]S([O-])(=O)=O.[Na+].[Na+]. Product: [Cl:22][C:17]1[N:16]=[N:15][C:14]([CH2:12][OH:11])=[C:19]([O:20][CH3:21])[CH:18]=1. The catalyst class is: 2. (5) Reactant: [Cl:1][C:2]1[CH:3]=[C:4]([C:9]2([C:25]([F:28])([F:27])[F:26])[O:13][N:12]=[C:11]([C:14]3[CH:23]=[CH:22][C:17]([C:18]([NH:20][OH:21])=[NH:19])=[C:16]([CH3:24])[CH:15]=3)[CH2:10]2)[CH:5]=[C:6]([Cl:8])[CH:7]=1.[F:29][C:30]([F:36])([F:35])CC(Cl)=O.O.[CH3:38][CH2:39]OC(C)=O. Product: [Cl:1][C:2]1[CH:3]=[C:4]([C:9]2([C:25]([F:26])([F:28])[F:27])[O:13][N:12]=[C:11]([C:14]3[CH:23]=[CH:22][C:17]([C:18]4[N:19]=[C:38]([CH3:39])[O:21][N:20]=4)=[C:16]([CH2:24][C:30]([F:36])([F:35])[F:29])[CH:15]=3)[CH2:10]2)[CH:5]=[C:6]([Cl:8])[CH:7]=1. The catalyst class is: 17. (6) Reactant: [S-2].[Na+].[Na+].N[C:5](N)=[S:6].Cl.N.SC[CH:12]([CH2:17][S:18][CH2:19][CH:20](CS)[S:21][CH2:22][CH2:23][SH:24])[S:13][CH2:14][CH2:15][SH:16].[SH:27][CH2:28]C(CSC(CS)CSCCS)SCCS.SCC(SC(CS)CSCCS)CSCCS. Product: [SH:27][CH2:28][C:23]([CH2:5][SH:6])([SH:24])[CH2:22][S:21][CH2:20][CH2:19][S:18][CH2:17][CH2:12][S:13][CH2:14][CH2:15][SH:16]. The catalyst class is: 11. (7) Reactant: [F:1][C:2]1[CH:7]=[CH:6][CH:5]=[C:4]([F:8])[C:3]=1[C:9]([NH:11][C:12]1[CH:17]=[CH:16][C:15]([C:18]2[N:22]([CH3:23])[N:21]=[C:20]([C:24]([F:27])([F:26])[F:25])[CH:19]=2)=[C:14]([F:28])[CH:13]=1)=O.Cl.C(OCC)(=O)C. Product: [F:1][C:2]1[CH:7]=[CH:6][CH:5]=[C:4]([F:8])[C:3]=1[CH2:9][NH:11][C:12]1[CH:17]=[CH:16][C:15]([C:18]2[N:22]([CH3:23])[N:21]=[C:20]([C:24]([F:27])([F:25])[F:26])[CH:19]=2)=[C:14]([F:28])[CH:13]=1. The catalyst class is: 1. (8) Reactant: [OH:1][CH:2]1[CH2:5][N:4]([C:6]([O:8][C:9]([CH3:12])([CH3:11])[CH3:10])=[O:7])[CH2:3]1.[CH3:13][S:14](Cl)(=[O:16])=[O:15]. Product: [CH3:13][S:14]([O:1][CH:2]1[CH2:3][N:4]([C:6]([O:8][C:9]([CH3:12])([CH3:11])[CH3:10])=[O:7])[CH2:5]1)(=[O:16])=[O:15]. The catalyst class is: 17. (9) Reactant: [Cl:1][C:2]1[CH:10]=[CH:9][C:5]([C:6]([NH2:8])=[O:7])=[C:4]([F:11])[CH:3]=1.C(Cl)(=O)[C:13](Cl)=[O:14]. Product: [Cl:1][C:2]1[CH:10]=[CH:9][C:5]([C:6]([N:8]=[C:13]=[O:14])=[O:7])=[C:4]([F:11])[CH:3]=1. The catalyst class is: 344. (10) Reactant: [CH3:1][C:2]1([CH3:20])[CH2:11][CH2:10][C:9]2[C:4](=[C:5]([CH3:19])[C:6]([CH3:18])=[C:7]([OH:17])[C:8]=2[CH2:12][CH:13]=[C:14]([CH3:16])[CH3:15])[O:3]1.[N+]([O-])([O-])=[O:22].[NH4+].[Ce+4].[N+]([O-])([O-])=O.[N+]([O-])([O-])=O.[N+]([O-])([O-])=O.[N+]([O-])([O-])=O.ClCCl.O. Product: [OH:3][C:2]([CH3:20])([CH3:1])[CH2:11][CH2:10][C:9]1[C:4](=[O:22])[C:5]([CH3:19])=[C:6]([CH3:18])[C:7](=[O:17])[C:8]=1[CH2:12][CH:13]=[C:14]([CH3:16])[CH3:15]. The catalyst class is: 47.